From a dataset of Full USPTO retrosynthesis dataset with 1.9M reactions from patents (1976-2016). Predict the reactants needed to synthesize the given product. Given the product [C:8]([C:5]1[CH:6]=[CH:7][C:2]2[N:3]([C:11]([C:12]([O:14][CH2:15][CH3:16])=[O:13])=[CH:17][N:1]=2)[CH:4]=1)#[N:9], predict the reactants needed to synthesize it. The reactants are: [NH2:1][C:2]1[CH:7]=[CH:6][C:5]([C:8]#[N:9])=[CH:4][N:3]=1.Cl[CH:11]([CH:17]=O)[C:12]([O:14][CH2:15][CH3:16])=[O:13].